Dataset: Full USPTO retrosynthesis dataset with 1.9M reactions from patents (1976-2016). Task: Predict the reactants needed to synthesize the given product. (1) Given the product [I:20][C:2]1[CH:3]=[C:4]([CH:8]=[C:9]([C:11]([O:13][CH3:14])=[O:12])[CH:10]=1)[C:5]([OH:7])=[O:6], predict the reactants needed to synthesize it. The reactants are: N[C:2]1[CH:3]=[C:4]([CH:8]=[C:9]([C:11]([O:13][CH3:14])=[O:12])[CH:10]=1)[C:5]([OH:7])=[O:6].Cl.N([O-])=O.[Na+].[I-:20].[K+]. (2) The reactants are: [C:1]([O:5][C:6]([NH:8][C:9]1[CH:10]=[CH:11][C:12]([CH2:16][CH2:17][N:18]2[C:23]3[N:24]=[C:25]([NH:28][CH3:29])[N:26]=[CH:27][C:22]=3[CH:21]=[C:20]([C:30]3[C:35]([Cl:36])=[C:34]([O:37][CH3:38])[CH:33]=[C:32]([O:39][CH3:40])[C:31]=3[Cl:41])[C:19]2=[O:42])=[N+:13]([O-])[CH:14]=1)=[O:7])([CH3:4])([CH3:3])[CH3:2]. Given the product [Cl:36][C:35]1[C:34]([O:37][CH3:38])=[CH:33][C:32]([O:39][CH3:40])=[C:31]([Cl:41])[C:30]=1[C:20]1[C:19](=[O:42])[N:18]([CH2:17][CH2:16][C:12]2[N:13]=[CH:14][C:9]([NH:8][C:6](=[O:7])[O:5][C:1]([CH3:3])([CH3:2])[CH3:4])=[CH:10][CH:11]=2)[C:23]2[N:24]=[C:25]([NH:28][CH3:29])[N:26]=[CH:27][C:22]=2[CH:21]=1, predict the reactants needed to synthesize it. (3) Given the product [Br:11][C:12]1[CH:13]=[CH:14][C:15]([OH:20])=[C:16]([C:17]2[NH:1][N:2]=[C:3]([C:5]3[CH:10]=[N:9][CH:8]=[CH:7][N:6]=3)[N:4]=2)[CH:19]=1, predict the reactants needed to synthesize it. The reactants are: [NH2:1][NH:2][C:3]([C:5]1[CH:10]=[N:9][CH:8]=[CH:7][N:6]=1)=[NH:4].[Br:11][C:12]1[CH:13]=[CH:14][C:15]([OH:20])=[C:16]([CH:19]=1)[CH:17]=O. (4) Given the product [Br:1][C:2]1[C:10]2[C:9]([Cl:11])=[N:8][CH:7]=[N:6][C:5]=2[S:4][C:3]=1[C:18]1[CH:17]=[CH:16][CH:15]=[C:14]([F:13])[C:19]=1[F:20], predict the reactants needed to synthesize it. The reactants are: [Br:1][C:2]1[C:10]2[C:9]([Cl:11])=[N:8][CH:7]=[N:6][C:5]=2[S:4][C:3]=1I.[F:13][C:14]1[C:19]([F:20])=[CH:18][CH:17]=[CH:16][C:15]=1B1OC(C)(C)C(C)(C)O1.C([O-])([O-])=O.[Cs+].[Cs+].C1COCC1. (5) Given the product [CH3:30][O:29][C:28]1[CH:27]=[C:26]([CH3:31])[C:25]2[NH:24][C:23](=[O:32])[C:22]3[S:33][CH:34]=[CH:35][C:21]=3[C:20]=2[C:19]=1[C:2]1[CH:7]=[CH:6][C:5]([C@@H:8]([NH:10][C:11](=[O:17])[O:12][C:13]([CH3:16])([CH3:15])[CH3:14])[CH3:9])=[CH:4][CH:3]=1, predict the reactants needed to synthesize it. The reactants are: Br[C:2]1[CH:7]=[CH:6][C:5]([C@@H:8]([NH:10][C:11](=[O:17])[O:12][C:13]([CH3:16])([CH3:15])[CH3:14])[CH3:9])=[CH:4][CH:3]=1.Br[C:19]1[C:20]2[C:21]3[CH:35]=[CH:34][S:33][C:22]=3[C:23](=[O:32])[NH:24][C:25]=2[C:26]([CH3:31])=[CH:27][C:28]=1[O:29][CH3:30]. (6) Given the product [Cl:1][C:2]1[C:7](=[O:8])[N:6]([CH3:9])[CH:5]=[C:4]([N:10]2[CH:17]([C:18]3[CH:23]=[CH:22][C:21]([Cl:24])=[CH:20][CH:19]=3)[C:16]3[C:12](=[N:13][NH:14][CH:15]=3)[C:11]2=[O:34])[CH:3]=1, predict the reactants needed to synthesize it. The reactants are: [Cl:1][C:2]1[C:7](=[O:8])[N:6]([CH3:9])[CH:5]=[C:4]([N:10]2[CH:17]([C:18]3[CH:23]=[CH:22][C:21]([Cl:24])=[CH:20][CH:19]=3)[C:16]3[C:12](=[N:13][N:14](CC4C=CC(OC)=CC=4)[CH:15]=3)[C:11]2=[O:34])[CH:3]=1.